From a dataset of Full USPTO retrosynthesis dataset with 1.9M reactions from patents (1976-2016). Predict the reactants needed to synthesize the given product. (1) Given the product [Cl:24][C:25]1[C:34]2[C:29](=[CH:30][CH:31]=[CH:32][CH:33]=2)[C:28]([NH:23][CH2:22][C:16]2([C:13]3[CH:14]=[CH:15][C:10]([O:9][CH2:8][CH2:7][CH2:6][N:1]4[CH2:5][CH2:4][CH2:3][CH2:2]4)=[CH:11][CH:12]=3)[CH2:17][CH2:18][O:19][CH2:20][CH2:21]2)=[N:27][N:26]=1, predict the reactants needed to synthesize it. The reactants are: [N:1]1([CH2:6][CH2:7][CH2:8][O:9][C:10]2[CH:15]=[CH:14][C:13]([C:16]3([CH2:22][NH2:23])[CH2:21][CH2:20][O:19][CH2:18][CH2:17]3)=[CH:12][CH:11]=2)[CH2:5][CH2:4][CH2:3][CH2:2]1.[Cl:24][C:25]1[C:34]2[C:29](=[CH:30][CH:31]=[CH:32][CH:33]=2)[C:28](Cl)=[N:27][N:26]=1.C(N(CC)C(C)C)(C)C. (2) Given the product [Br:1][C:2]1[CH:3]=[C:4]([NH:13][S:14]([C:17]2[CH:22]=[CH:21][C:20]([C:25]3[S:24][CH:28]=[CH:27][CH:26]=3)=[CH:19][CH:18]=2)(=[O:16])=[O:15])[CH:5]=[CH:6][C:7]=1[O:8][C:9]([F:12])([F:11])[F:10], predict the reactants needed to synthesize it. The reactants are: [Br:1][C:2]1[CH:3]=[C:4]([NH:13][S:14]([C:17]2[CH:22]=[CH:21][C:20](I)=[CH:19][CH:18]=2)(=[O:16])=[O:15])[CH:5]=[CH:6][C:7]=1[O:8][C:9]([F:12])([F:11])[F:10].[S:24]1[CH:28]=[CH:27][CH:26]=[C:25]1B(O)O.